From a dataset of Reaction yield outcomes from USPTO patents with 853,638 reactions. Predict the reaction yield, written as a fraction of the theoretical maximum amount of product (1.0 means a 100% yield; for example, 0.34 means a 34% yield). (1) The product is [ClH:27].[ClH:27].[CH3:1][C:2]1[CH:11]=[CH:10][C:9]2[C:4](=[CH:5][CH:6]=[CH:7][C:8]=2[N:12]2[CH2:13][CH2:14][N:15]([CH2:18][CH2:19][C:20]3[CH:21]=[C:22]([NH:23][C:28](=[O:29])[O:30][CH2:31][CH2:32][CH3:33])[CH:24]=[CH:25][CH:26]=3)[CH2:16][CH2:17]2)[N:3]=1. No catalyst specified. The yield is 0.780. The reactants are [CH3:1][C:2]1[CH:11]=[CH:10][C:9]2[C:4](=[CH:5][CH:6]=[CH:7][C:8]=2[N:12]2[CH2:17][CH2:16][N:15]([CH2:18][CH2:19][C:20]3[CH:21]=[C:22]([CH:24]=[CH:25][CH:26]=3)[NH2:23])[CH2:14][CH2:13]2)[N:3]=1.[Cl:27][C:28]([O:30][CH2:31][CH2:32][CH3:33])=[O:29]. (2) The reactants are C[Si]([N-][Si](C)(C)C)(C)C.[Na+].O1CCCC1.[Br:16][C:17]1[CH:25]=[C:24]([C:26]#[C:27][CH2:28][O:29][CH3:30])[C:20]2[O:21][CH2:22][O:23][C:19]=2[C:18]=1[NH2:31].Cl[C:33]1[C:42]2[C:37](=[CH:38][C:39]([O:45][CH2:46][CH2:47][CH2:48][N:49]3[CH2:54][CH2:53][O:52][CH2:51][CH2:50]3)=[C:40]([O:43][CH3:44])[CH:41]=2)[N:36]=[CH:35][N:34]=1.[Cl-].[NH4+]. The catalyst is CN(C)C=O.ClCCl.CO. The product is [Br:16][C:17]1[CH:25]=[C:24]([C:26]#[C:27][CH2:28][O:29][CH3:30])[C:20]2[O:21][CH2:22][O:23][C:19]=2[C:18]=1[NH:31][C:33]1[C:42]2[C:37](=[CH:38][C:39]([O:45][CH2:46][CH2:47][CH2:48][N:49]3[CH2:50][CH2:51][O:52][CH2:53][CH2:54]3)=[C:40]([O:43][CH3:44])[CH:41]=2)[N:36]=[CH:35][N:34]=1. The yield is 0.620. (3) The reactants are [CH2:1]([O:3][C:4]([C:6]1[N:7]([C:26]2[CH:31]=[CH:30][C:29]([O:32][CH:33]3[CH2:37][CH2:36][CH2:35][CH2:34]3)=[CH:28][CH:27]=2)[C:8]2[C:13]([C:14]=1I)=[CH:12][C:11]([C:16]1[CH:21]=[CH:20][C:19]([C:22]([F:25])([F:24])[F:23])=[CH:18][CH:17]=1)=[CH:10][CH:9]=2)=[O:5])[CH3:2].[C:38](#[N:41])[CH:39]=[CH2:40].C(N(C(C)C)CC)(C)C.CN(C=O)C. The catalyst is CCOC(C)=O.CC([O-])=O.CC([O-])=O.[Pd+2]. The product is [CH2:1]([O:3][C:4]([C:6]1[N:7]([C:26]2[CH:31]=[CH:30][C:29]([O:32][CH:33]3[CH2:37][CH2:36][CH2:35][CH2:34]3)=[CH:28][CH:27]=2)[C:8]2[C:13]([C:14]=1[CH:40]=[CH:39][C:38]#[N:41])=[CH:12][C:11]([C:16]1[CH:21]=[CH:20][C:19]([C:22]([F:25])([F:24])[F:23])=[CH:18][CH:17]=1)=[CH:10][CH:9]=2)=[O:5])[CH3:2]. The yield is 0.650. (4) The product is [F:11][C:7]1[CH:6]=[C:5]2[C:10]([C:2]([C:29]3[CH:30]=[N:31][N:32]([C:34]4[CH:39]=[CH:38][N:37]=[CH:36][CH:35]=4)[CH:33]=3)=[CH:3][N:4]2[S:12]([C:15]2[CH:20]=[CH:19][CH:18]=[CH:17][CH:16]=2)(=[O:14])=[O:13])=[CH:9][CH:8]=1. The reactants are Br[C:2]1[C:10]2[C:5](=[CH:6][C:7]([F:11])=[CH:8][CH:9]=2)[N:4]([S:12]([C:15]2[CH:20]=[CH:19][CH:18]=[CH:17][CH:16]=2)(=[O:14])=[O:13])[CH:3]=1.CC1(C)C(C)(C)OB([C:29]2[CH:30]=[N:31][N:32]([C:34]3[CH:39]=[CH:38][N:37]=[CH:36][CH:35]=3)[CH:33]=2)O1.CC(C1C=C(C(C)C)C(C2C=CC=CC=2P(C2CCCCC2)C2CCCCC2)=C(C(C)C)C=1)C.[O-]P([O-])([O-])=O.[K+].[K+].[K+]. The catalyst is O1CCOCC1.O.C1C=CC(/C=C/C(/C=C/C2C=CC=CC=2)=O)=CC=1.C1C=CC(/C=C/C(/C=C/C2C=CC=CC=2)=O)=CC=1.C1C=CC(/C=C/C(/C=C/C2C=CC=CC=2)=O)=CC=1.[Pd].[Pd]. The yield is 0.960. (5) The reactants are Br[C:2]1[CH:3]=[C:4]([C:23]2[O:27][N:26]=[C:25]([C:28]3[CH:33]=[CH:32][C:31]([CH3:34])=[CH:30][CH:29]=3)[CH:24]=2)[C:5]([N:8]([C:16]([O:18][C:19]([CH3:22])([CH3:21])[CH3:20])=[O:17])[C:9](=[O:15])[O:10][C:11]([CH3:14])([CH3:13])[CH3:12])=[N:6][CH:7]=1.[B:35]1([B:35]2[O:39][C:38]([CH3:41])([CH3:40])[C:37]([CH3:43])([CH3:42])[O:36]2)[O:39][C:38]([CH3:41])([CH3:40])[C:37]([CH3:43])([CH3:42])[O:36]1.CC([O-])=O.[K+].C(Cl)Cl. The catalyst is O1CCOCC1.CCOC(C)=O.[Cl-].[Na+].O. The product is [C:11]([O:10][C:9]([N:8]([C:5]1[C:4]([C:23]2[O:27][N:26]=[C:25]([C:28]3[CH:33]=[CH:32][C:31]([CH3:34])=[CH:30][CH:29]=3)[CH:24]=2)=[CH:3][C:2]([B:35]2[O:39][C:38]([CH3:41])([CH3:40])[C:37]([CH3:43])([CH3:42])[O:36]2)=[CH:7][N:6]=1)[C:16](=[O:17])[O:18][C:19]([CH3:22])([CH3:21])[CH3:20])=[O:15])([CH3:14])([CH3:13])[CH3:12]. The yield is 0.830. (6) The reactants are [S:1]1[C:5]2[CH:6]=[CH:7][CH:8]=[CH:9][C:4]=2[N:3]=[C:2]1[C:10]1[C:14]([C:15]2[CH:20]=[CH:19][C:18]([N+:21]([O-])=[O:22])=[CH:17][CH:16]=2)=[N:13][NH:12][C:11]=1[NH2:24]. The catalyst is CN(C=O)C.C(O)C.[Cl-].[NH4+].[Zn]. The product is [NH2:24][C:11]1[NH:12][N:13]=[C:14]([C:15]2[CH:20]=[CH:19][C:18]([NH:21][OH:22])=[CH:17][CH:16]=2)[C:10]=1[C:2]1[S:1][C:5]2[CH:6]=[CH:7][CH:8]=[CH:9][C:4]=2[N:3]=1. The yield is 0.0400.